From a dataset of Full USPTO retrosynthesis dataset with 1.9M reactions from patents (1976-2016). Predict the reactants needed to synthesize the given product. (1) Given the product [CH3:26][O:25][C:22]1[CH:23]=[CH:24][C:17]2[NH:16][C:15](=[O:27])[N:14]([CH:11]3[CH2:12][CH2:13][NH:8][CH2:9][CH2:10]3)[CH2:20][CH2:19][C:18]=2[CH:21]=1, predict the reactants needed to synthesize it. The reactants are: C([N:8]1[CH2:13][CH2:12][CH:11]([N:14]2[CH2:20][CH2:19][C:18]3[CH:21]=[C:22]([O:25][CH3:26])[CH:23]=[CH:24][C:17]=3[NH:16][C:15]2=[O:27])[CH2:10][CH2:9]1)C1C=CC=CC=1.[H][H]. (2) Given the product [OH:1][C:2]1[CH:3]=[C:4]([CH2:5][CH2:6][C:7]([OH:9])=[O:8])[CH:10]=[CH:11][C:12]=1[O:13][CH3:14], predict the reactants needed to synthesize it. The reactants are: [OH:1][C:2]1[CH:3]=[C:4]([CH:10]=[CH:11][C:12]=1[O:13][CH3:14])[CH:5]=[CH:6][C:7]([OH:9])=[O:8].CO. (3) The reactants are: [C:1]1([S:7]([N:10]2[CH2:16][CH2:15][CH:14]([NH:17]C(=O)OC(C)(C)C)[CH2:13][C:12]3[CH:25]=[CH:26][CH:27]=[CH:28][C:11]2=3)(=[O:9])=[O:8])[CH:6]=[CH:5][CH:4]=[CH:3][CH:2]=1.Cl. Given the product [C:1]1([S:7]([N:10]2[CH2:16][CH2:15][CH:14]([NH2:17])[CH2:13][C:12]3[CH:25]=[CH:26][CH:27]=[CH:28][C:11]2=3)(=[O:8])=[O:9])[CH:6]=[CH:5][CH:4]=[CH:3][CH:2]=1, predict the reactants needed to synthesize it. (4) Given the product [OH:14][C:3]1([CH2:2][NH:1][C:23]2[C:32]3[C:27](=[CH:28][CH:29]=[CH:30][CH:31]=3)[N:26]=[CH:25][C:24]=2[N+:33]([O-:35])=[O:34])[CH2:4][CH2:5][N:6]([C:9]([O:11][CH2:12][CH3:13])=[O:10])[CH2:7][CH2:8]1, predict the reactants needed to synthesize it. The reactants are: [NH2:1][CH2:2][C:3]1([OH:14])[CH2:8][CH2:7][N:6]([C:9]([O:11][CH2:12][CH3:13])=[O:10])[CH2:5][CH2:4]1.C(N(CC)CC)C.Cl[C:23]1[C:32]2[C:27](=[CH:28][CH:29]=[CH:30][CH:31]=2)[N:26]=[CH:25][C:24]=1[N+:33]([O-:35])=[O:34]. (5) Given the product [C:1]([O:5][C:6](=[O:20])[NH:7][C:8]1[CH:13]=[C:12]([C:14]([F:17])([F:16])[F:15])[C:11]([CH3:18])=[CH:10][C:9]=1[NH:19][C:26](=[O:25])[CH2:27][C:28](=[O:41])[C:29]1[CH:34]=[CH:33][CH:32]=[C:31]([C:35]2[CH:36]=[N:37][CH:38]=[CH:39][CH:40]=2)[CH:30]=1)([CH3:4])([CH3:2])[CH3:3], predict the reactants needed to synthesize it. The reactants are: [C:1]([O:5][C:6](=[O:20])[NH:7][C:8]1[CH:13]=[C:12]([C:14]([F:17])([F:16])[F:15])[C:11]([CH3:18])=[CH:10][C:9]=1[NH2:19])([CH3:4])([CH3:3])[CH3:2].C([O:25][C:26](=O)[CH2:27][C:28](=[O:41])[C:29]1[CH:34]=[CH:33][CH:32]=[C:31]([C:35]2[CH:36]=[N:37][CH:38]=[CH:39][CH:40]=2)[CH:30]=1)(C)(C)C.